This data is from Forward reaction prediction with 1.9M reactions from USPTO patents (1976-2016). The task is: Predict the product of the given reaction. (1) The product is: [F:1][C@H:2]1[C@@H:7]([O:8][C:9]2[N:14]=[CH:13][N:12]=[C:11]([N:15]3[C:23]4[C:18](=[N:19][C:20]([C:24]([OH:26])=[O:25])=[CH:21][CH:22]=4)[CH2:17][CH2:16]3)[CH:10]=2)[CH2:6][CH2:5][N:4]([C:28]([O:30][C:31]2([CH3:34])[CH2:33][CH2:32]2)=[O:29])[CH2:3]1. Given the reactants [F:1][C@H:2]1[C@@H:7]([O:8][C:9]2[N:14]=[CH:13][N:12]=[C:11]([N:15]3[C:23]4[C:18](=[N:19][C:20]([C:24]([O:26]C)=[O:25])=[CH:21][CH:22]=4)[CH2:17][CH2:16]3)[CH:10]=2)[CH2:6][CH2:5][N:4]([C:28]([O:30][C:31]2([CH3:34])[CH2:33][CH2:32]2)=[O:29])[CH2:3]1.O1CCCC1.O.[OH-].[Li+].Cl, predict the reaction product. (2) Given the reactants [CH3:1][C:2]1[CH:3]=[C:4]([CH:7]=[CH:8][C:9]=1[N+:10]([O-:12])=[O:11])[CH:5]=O.[NH2:13][C:14]1[CH:29]=[CH:28][CH:27]=[CH:26][C:15]=1[C:16]([NH:18][C:19]1[CH:24]=[CH:23][C:22]([Cl:25])=[CH:21][CH:20]=1)=[O:17], predict the reaction product. The product is: [Cl:25][C:22]1[CH:23]=[CH:24][C:19]([N:18]2[C:16](=[O:17])[C:15]3[C:14](=[CH:29][CH:28]=[CH:27][CH:26]=3)[N:13]=[C:5]2[C:4]2[CH:7]=[CH:8][C:9]([N+:10]([O-:12])=[O:11])=[C:2]([CH3:1])[CH:3]=2)=[CH:20][CH:21]=1.